From a dataset of Reaction yield outcomes from USPTO patents with 853,638 reactions. Predict the reaction yield, written as a fraction of the theoretical maximum amount of product (1.0 means a 100% yield; for example, 0.34 means a 34% yield). (1) The reactants are [CH2:1]([O:8][C:9]1[CH:14]=[CH:13][N:12]([C:15]2[CH:16]=[CH:17][C:18]3[C:19]4[CH2:31][N:30](C(OC(C)(C)C)=O)[CH2:29][CH2:28][C:20]=4[N:21]([CH2:24][O:25][CH2:26][CH3:27])[C:22]=3[CH:23]=2)[C:11](=[O:39])[CH:10]=1)[C:2]1[CH:7]=[CH:6][CH:5]=[CH:4][CH:3]=1.Cl. The catalyst is CCO.CCOCC. The product is [CH2:1]([O:8][C:9]1[CH:14]=[CH:13][N:12]([C:15]2[CH:16]=[CH:17][C:18]3[C:19]4[CH2:31][NH:30][CH2:29][CH2:28][C:20]=4[N:21]([CH2:24][O:25][CH2:26][CH3:27])[C:22]=3[CH:23]=2)[C:11](=[O:39])[CH:10]=1)[C:2]1[CH:3]=[CH:4][CH:5]=[CH:6][CH:7]=1. The yield is 0.730. (2) The reactants are Cl[C:2]1[N:7]=[CH:6][N:5]=[C:4]2[NH:8][N:9]=[CH:10][C:3]=12.C(N(CC)CC)C.[C:18]([NH:25][CH:26]1[CH2:31][CH2:30][NH:29][CH2:28][CH2:27]1)([O:20][C:21]([CH3:24])([CH3:23])[CH3:22])=[O:19]. The catalyst is C(O)C. The product is [C:21]([O:20][C:18](=[O:19])[NH:25][CH:26]1[CH2:31][CH2:30][N:29]([C:2]2[N:7]=[CH:6][N:5]=[C:4]3[NH:8][N:9]=[CH:10][C:3]=23)[CH2:28][CH2:27]1)([CH3:24])([CH3:22])[CH3:23]. The yield is 0.260. (3) The reactants are [Cl:1][C:2]1[CH:14]=[CH:13][C:5]([C:6]([N:8]([CH2:11][CH3:12])[CH2:9][CH3:10])=[O:7])=[CH:4][N:3]=1.[Cl:15][C:16]1[CH:22]=[CH:21][C:19]([NH2:20])=[CH:18][CH:17]=1.C(O)(=O)C. The catalyst is O. The product is [ClH:1].[Cl:15][C:16]1[CH:22]=[CH:21][C:19]([NH:20][C:2]2[CH:14]=[CH:13][C:5]([C:6]([N:8]([CH2:11][CH3:12])[CH2:9][CH3:10])=[O:7])=[CH:4][N:3]=2)=[CH:18][CH:17]=1. The yield is 0.560. (4) The reactants are Cl[C:2]1[CH:3]=[CH:4][N:5]2[C:10]([C:11]=1[CH3:12])=[C:9]([CH:13]1[CH2:15][CH2:14]1)[CH:8]=[C:7]([C:16]([O:18][CH3:19])=[O:17])[C:6]2=[O:20].[N:21]1[CH:26]=[CH:25][C:24](B(O)O)=[CH:23][CH:22]=1. No catalyst specified. The product is [CH:13]1([C:9]2[CH:8]=[C:7]([C:16]([O:18][CH3:19])=[O:17])[C:6](=[O:20])[N:5]3[C:10]=2[C:11]([CH3:12])=[C:2]([C:24]2[CH:25]=[CH:26][N:21]=[CH:22][CH:23]=2)[CH:3]=[CH:4]3)[CH2:15][CH2:14]1. The yield is 0.690. (5) The reactants are Cl[C:2]1[N:7]=[C:6]([C:8]2[S:12][CH:11]=[N:10][C:9]=2[C:13]2[CH:14]=[C:15]([NH:19][S:20]([C:23]3[C:28]([F:29])=[CH:27][CH:26]=[CH:25][C:24]=3[F:30])(=[O:22])=[O:21])[CH:16]=[CH:17][CH:18]=2)[CH:5]=[CH:4][N:3]=1.[NH4+:31].[OH-]. No catalyst specified. The product is [NH2:31][C:2]1[N:7]=[C:6]([C:8]2[S:12][CH:11]=[N:10][C:9]=2[C:13]2[CH:14]=[C:15]([NH:19][S:20]([C:23]3[C:28]([F:29])=[CH:27][CH:26]=[CH:25][C:24]=3[F:30])(=[O:22])=[O:21])[CH:16]=[CH:17][CH:18]=2)[CH:5]=[CH:4][N:3]=1. The yield is 0.647. (6) The reactants are [CH:1]1[C:2]([C:10]([O:12][CH3:13])=[O:11])=[CH:3][N:4]2[C:9]=1[CH:8]=[CH:7][CH:6]=[CH:5]2. The catalyst is [Pd].CO. The product is [CH:1]1[C:2]([C:10]([O:12][CH3:13])=[O:11])=[CH:3][N:4]2[C:9]=1[CH2:8][CH2:7][CH2:6][CH2:5]2. The yield is 0.810. (7) The catalyst is C(O)(C)(C)C.O.ClCCl. The reactants are [F:1][C:2]1[C:7]([CH:8]=[O:9])=[C:6]([I:10])[CH:5]=[CH:4][N:3]=1.CC(=CC)C.P([O-])([O-])([O-])=[O:17].[Na+].[Na+].[Na+].Cl([O-])=O.[Na+].Cl. The product is [F:1][C:2]1[N:3]=[CH:4][CH:5]=[C:6]([I:10])[C:7]=1[C:8]([OH:17])=[O:9]. The yield is 1.00. (8) The reactants are [CH2:1]([N:15]([CH2:21][CH2:22][CH2:23][CH2:24][CH2:25][CH2:26][CH2:27][CH2:28][CH2:29][CH2:30][CH2:31][CH2:32][CH2:33][CH3:34])[CH2:16][C:17]([O:19]C)=[O:18])[CH2:2][CH2:3][CH2:4][CH2:5][CH2:6][CH2:7][CH2:8][CH2:9][CH2:10][CH2:11][CH2:12][CH2:13][CH3:14].[Li+].[OH-]. The catalyst is O1CCCC1.O. The product is [CH2:21]([N:15]([CH2:1][CH2:2][CH2:3][CH2:4][CH2:5][CH2:6][CH2:7][CH2:8][CH2:9][CH2:10][CH2:11][CH2:12][CH2:13][CH3:14])[CH2:16][C:17]([OH:19])=[O:18])[CH2:22][CH2:23][CH2:24][CH2:25][CH2:26][CH2:27][CH2:28][CH2:29][CH2:30][CH2:31][CH2:32][CH2:33][CH3:34]. The yield is 0.930. (9) The reactants are C(O[C:9]1[C:21]([C:22]([N:24]2[CH2:28][CH2:27]SC2=S)=[O:23])=[CH:20][C:12]([C:13]([NH:15][CH2:16][CH2:17][O:18][CH3:19])=[O:14])=[CH:11][C:10]=1[C:30]([N:32]1[CH2:36][CH2:35][S:34][C:33]1=[S:37])=[O:31])C1C=CC=CC=1.[CH2:38]([O:45]C1C(C(N2CCSC2=S)=O)=CC(C(N2CCSC2=S)=O)=CC=1C(N1CCSC1=S)=O)[C:39]1[CH:44]=[CH:43][CH:42]=[CH:41][CH:40]=1.[CH3:76][O:77]CCN. No catalyst specified. The product is [CH2:38]([O:45][C:11]1[C:10]([C:30]([N:32]2[CH2:36][CH2:35][S:34][C:33]2=[S:37])=[O:31])=[CH:9][C:21]([C:22]([NH:24][CH2:28][CH2:27][O:77][CH3:76])=[O:23])=[CH:20][C:12]=1[C:13]([NH:15][CH2:16][CH2:17][O:18][CH3:19])=[O:14])[C:39]1[CH:44]=[CH:43][CH:42]=[CH:41][CH:40]=1. The yield is 0.730. (10) The reactants are Cl.[F:2][C:3]1[CH:10]=[CH:9][CH:8]=[C:7]([O:11][CH2:12][CH:13]2[CH2:18][CH2:17][NH:16][CH2:15][CH2:14]2)[C:4]=1[C:5]#[N:6].[Cl:19][C:20]1[CH:21]=[C:22]([CH:26]=[CH:27][CH:28]=1)[C:23](Cl)=[O:24].C(N(CC)CC)C. No catalyst specified. The product is [Cl:19][C:20]1[CH:21]=[C:22]([CH:26]=[CH:27][CH:28]=1)[C:23]([N:16]1[CH2:17][CH2:18][CH:13]([CH2:12][O:11][C:7]2[CH:8]=[CH:9][CH:10]=[C:3]([F:2])[C:4]=2[C:5]#[N:6])[CH2:14][CH2:15]1)=[O:24]. The yield is 0.770.